This data is from Forward reaction prediction with 1.9M reactions from USPTO patents (1976-2016). The task is: Predict the product of the given reaction. (1) Given the reactants [Cl:1][C:2]1[CH:3]=[C:4]([CH:8]=[CH:9][C:10]=1[C:11](=[O:26])[NH:12][C:13]1[CH:18]=[CH:17][C:16]([Cl:19])=[C:15]([C:20]2[CH:25]=[CH:24][CH:23]=[CH:22][N:21]=2)[CH:14]=1)[C:5]([OH:7])=O.[CH3:27][O:28][C:29]1[N:34]=[CH:33][C:32]([NH2:35])=[CH:31][CH:30]=1, predict the reaction product. The product is: [Cl:1][C:2]1[CH:3]=[C:4]([C:5]([NH:35][C:32]2[CH:33]=[N:34][C:29]([O:28][CH3:27])=[CH:30][CH:31]=2)=[O:7])[CH:8]=[CH:9][C:10]=1[C:11]([NH:12][C:13]1[CH:18]=[CH:17][C:16]([Cl:19])=[C:15]([C:20]2[CH:25]=[CH:24][CH:23]=[CH:22][N:21]=2)[CH:14]=1)=[O:26]. (2) Given the reactants C(OC(=O)[NH:7][CH:8]1[CH2:13][CH2:12][NH:11][CH2:10][CH2:9]1)(C)(C)C.[F:15][C:16]1[CH:17]=[C:18]([CH:21]=[C:22]([F:24])[CH:23]=1)[CH2:19]Br.C(N(C(C)C)CC)(C)C.FC(F)(F)C(O)=O, predict the reaction product. The product is: [F:15][C:16]1[CH:17]=[C:18]([CH:21]=[C:22]([F:24])[CH:23]=1)[CH2:19][N:11]1[CH2:10][CH2:9][CH:8]([NH2:7])[CH2:13][CH2:12]1. (3) The product is: [CH3:8][N:9]([CH2:20][C:21]1[N:25]([CH3:26])[C:24]2[C:27]([N:31]3[CH2:3][CH2:2][N:34]([CH3:35])[CH2:33][CH2:32]3)=[CH:28][CH:29]=[CH:30][C:23]=2[N:22]=1)[C@@H:10]1[C:19]2[N:18]=[CH:17][CH:16]=[CH:15][C:14]=2[CH2:13][CH2:12][CH2:11]1. Given the reactants F[C:2](F)(F)[C:3](O)=O.[CH3:8][N:9]([CH2:20][C:21]1[N:25]([CH3:26])[C:24]2[C:27]([N:31]3C[CH2:35][NH:34][CH2:33][CH2:32]3)=[CH:28][CH:29]=[CH:30][C:23]=2[N:22]=1)[C@@H:10]1[C:19]2[N:18]=[CH:17][CH:16]=[CH:15][C:14]=2[CH2:13][CH2:12][CH2:11]1.C(O)(=O)C.C=O.C(O[BH-](OC(=O)C)OC(=O)C)(=O)C.[Na+], predict the reaction product.